From a dataset of Full USPTO retrosynthesis dataset with 1.9M reactions from patents (1976-2016). Predict the reactants needed to synthesize the given product. (1) Given the product [F:34][C:2]([F:1])([F:33])[C:3]1[CH:4]=[C:5]([C@H:13]([O:15][C@H:16]2[O:24][CH2:23][C@@H:19]3[CH2:20][N:21]([C:38]4[CH2:43][O:42][CH2:41][C:40](=[O:44])[CH:39]=4)[CH2:22][C@H:18]3[C@@H:17]2[C:25]2[CH:30]=[CH:29][C:28]([F:31])=[CH:27][C:26]=2[CH3:32])[CH3:14])[CH:6]=[C:7]([C:9]([F:12])([F:10])[F:11])[CH:8]=1, predict the reactants needed to synthesize it. The reactants are: [F:1][C:2]([F:34])([F:33])[C:3]1[CH:4]=[C:5]([C@H:13]([O:15][C@H:16]2[O:24][CH2:23][C@@H:19]3[CH2:20][NH:21][CH2:22][C@H:18]3[C@@H:17]2[C:25]2[CH:30]=[CH:29][C:28]([F:31])=[CH:27][C:26]=2[CH3:32])[CH3:14])[CH:6]=[C:7]([C:9]([F:12])([F:11])[F:10])[CH:8]=1.C(O[C:38]1[CH2:43][O:42][CH2:41][C:40](=[O:44])[CH:39]=1)C. (2) Given the product [P:39]([OH:43])([OH:41])([O:31][C@@H:9]([CH:6]1[CH2:8][CH2:7]1)[C:10]([N:12]1[CH2:16][C:15]([C:17]2[CH:22]=[C:21]([F:23])[CH:20]=[CH:19][C:18]=2[F:24])=[CH:14][C@H:13]1[C:25]1[CH:26]=[CH:27][CH:28]=[CH:29][CH:30]=1)=[O:11])=[O:40], predict the reactants needed to synthesize it. The reactants are: CC(C)([O-])C.[CH:6]1([C@H:9]([OH:31])[C:10]([N:12]2[CH2:16][C:15]([C:17]3[CH:22]=[C:21]([F:23])[CH:20]=[CH:19][C:18]=3[F:24])=[CH:14][C@H:13]2[C:25]2[CH:30]=[CH:29][CH:28]=[CH:27][CH:26]=2)=[O:11])[CH2:8][CH2:7]1.C(N(CC)CC)C.[P:39](Cl)([O:43]C)([O:41]C)=[O:40]. (3) Given the product [Br:26][CH2:25][C:20]1[CH:21]=[CH:22][CH:23]=[CH:24][C:19]=1[CH2:18][CH2:17][CH2:16][CH:8]([NH2:7])[CH2:9][C:10]1[CH:15]=[CH:14][CH:13]=[CH:12][CH:11]=1, predict the reactants needed to synthesize it. The reactants are: C(OC(=O)[NH:7][CH:8]([CH2:16][CH2:17][CH2:18][C:19]1[CH:24]=[CH:23][CH:22]=[CH:21][C:20]=1[CH2:25][Br:26])[CH2:9][C:10]1[CH:15]=[CH:14][CH:13]=[CH:12][CH:11]=1)(C)(C)C.C(O)(C(F)(F)F)=O. (4) Given the product [N:14]1([C:8]([C:7]2[CH:6]=[C:5]([CH:13]=[CH:12][CH:11]=2)[C:3]([O:2][CH3:1])=[O:4])=[O:10])[CH2:19][CH2:18][O:17][CH2:16][CH2:15]1, predict the reactants needed to synthesize it. The reactants are: [CH3:1][O:2][C:3]([C:5]1[CH:6]=[C:7]([CH:11]=[CH:12][CH:13]=1)[C:8]([OH:10])=O)=[O:4].[NH:14]1[CH2:19][CH2:18][O:17][CH2:16][CH2:15]1.CN(C(ON1N=NC2C=CC=NC1=2)=[N+](C)C)C.F[P-](F)(F)(F)(F)F. (5) Given the product [CH3:33][O:34][C:35](=[O:39])[CH:36]([N:23]1[CH2:22][CH2:21][N:20]([C:17]2[CH:16]=[N:15][C:14]([NH:13][C:10]3[N:11]=[CH:12][C:7]4[CH:6]=[C:5]([C:3](=[O:4])[N:2]([CH3:32])[CH3:1])[N:26]([CH:27]5[CH2:31][CH2:30][CH2:29][CH2:28]5)[C:8]=4[N:9]=3)=[CH:19][CH:18]=2)[CH2:25][CH2:24]1)[CH3:37], predict the reactants needed to synthesize it. The reactants are: [CH3:1][N:2]([CH3:32])[C:3]([C:5]1[N:26]([CH:27]2[CH2:31][CH2:30][CH2:29][CH2:28]2)[C:8]2[N:9]=[C:10]([NH:13][C:14]3[CH:19]=[CH:18][C:17]([N:20]4[CH2:25][CH2:24][NH:23][CH2:22][CH2:21]4)=[CH:16][N:15]=3)[N:11]=[CH:12][C:7]=2[CH:6]=1)=[O:4].[CH3:33][O:34][C:35](=[O:39])[CH:36](Br)[CH3:37]. (6) The reactants are: [CH:1]1([N:6]2[C:15]3[N:14]=[C:13]([NH:16][C:17]4[CH:25]=[CH:24][C:20]([C:21](O)=[O:22])=[CH:19][C:18]=4[O:26][CH3:27])[N:12]=[CH:11][C:10]=3[N:9]([CH3:28])[C:8](=[O:29])[C@H:7]2[CH2:30][CH3:31])[CH2:5][CH2:4][CH2:3][CH2:2]1.CN(C(ON1N=NC2C=CC=CC1=2)=[N+](C)C)C.[B-](F)(F)(F)F.CCN(C(C)C)C(C)C.[NH2:63][CH:64]1[CH2:69][CH2:68][N:67]([C:70]([O:72][C:73]([CH3:76])([CH3:75])[CH3:74])=[O:71])[CH2:66][CH2:65]1. Given the product [CH:1]1([N:6]2[C:15]3[N:14]=[C:13]([NH:16][C:17]4[CH:25]=[CH:24][C:20]([C:21]([NH:63][CH:64]5[CH2:65][CH2:66][N:67]([C:70]([O:72][C:73]([CH3:76])([CH3:75])[CH3:74])=[O:71])[CH2:68][CH2:69]5)=[O:22])=[CH:19][C:18]=4[O:26][CH3:27])[N:12]=[CH:11][C:10]=3[N:9]([CH3:28])[C:8](=[O:29])[C@H:7]2[CH2:30][CH3:31])[CH2:5][CH2:4][CH2:3][CH2:2]1, predict the reactants needed to synthesize it. (7) Given the product [F:16][C:17]1[CH:22]=[C:21]([C@H:23]2[CH2:27][CH2:26][CH2:25][N:24]2[C:2]2[CH:7]=[CH:6][N:5]3[N:8]=[CH:9][C:10]([C:11]([O:13][CH2:14][CH3:15])=[O:12])=[C:4]3[N:3]=2)[CH:20]=[N:19][CH:18]=1, predict the reactants needed to synthesize it. The reactants are: Cl[C:2]1[CH:7]=[CH:6][N:5]2[N:8]=[CH:9][C:10]([C:11]([O:13][CH2:14][CH3:15])=[O:12])=[C:4]2[N:3]=1.[F:16][C:17]1[CH:18]=[N:19][CH:20]=[C:21]([C@H:23]2[CH2:27][CH2:26][CH2:25][NH:24]2)[CH:22]=1.[F-].[K+]. (8) The reactants are: [OH:1][CH:2]1[O:10][C@H](CO)[C@@H:7]([OH:8])[C@H:5]([OH:6])[C@H:3]1N.[OH2:13]. Given the product [C:7]([OH:8])(=[O:13])[CH:5]([CH2:3][C:2]([OH:1])=[O:10])[OH:6], predict the reactants needed to synthesize it. (9) Given the product [CH3:14][C:12]1[S:13][C:9]2[CH:8]=[CH:7][C:6]([O:5][CH2:4][C@@H:2]([OH:1])[CH2:3][CH3:17])=[CH:15][C:10]=2[N:11]=1.[N:16]1([C:22]([O:24][C:25]([CH3:28])([CH3:27])[CH3:26])=[O:23])[CH2:21][CH2:20][NH:19][CH2:18][CH2:17]1, predict the reactants needed to synthesize it. The reactants are: [O:1]1[CH2:3][C@H:2]1[CH2:4][O:5][C:6]1[CH:7]=[CH:8][C:9]2[S:13][C:12]([CH3:14])=[N:11][C:10]=2[CH:15]=1.[N:16]1([C:22]([O:24][C:25]([CH3:28])([CH3:27])[CH3:26])=[O:23])[CH2:21][CH2:20][NH:19][CH2:18][CH2:17]1.[Yb].